From a dataset of Full USPTO retrosynthesis dataset with 1.9M reactions from patents (1976-2016). Predict the reactants needed to synthesize the given product. (1) Given the product [F:17][C:14]1[CH:15]=[CH:16][C:11]([C@@H:9]([NH:8][C:6]2[N:5]=[C:4]([NH:18][C:19]3[CH:23]=[C:22]([CH3:24])[NH:21][N:20]=3)[CH:3]=[C:2]([N:25]3[CH2:30][CH2:29][O:28][CH2:27][CH2:26]3)[N:7]=2)[CH3:10])=[N:12][CH:13]=1, predict the reactants needed to synthesize it. The reactants are: Cl[C:2]1[N:7]=[C:6]([NH:8][C@H:9]([C:11]2[CH:16]=[CH:15][C:14]([F:17])=[CH:13][N:12]=2)[CH3:10])[N:5]=[C:4]([NH:18][C:19]2[CH:23]=[C:22]([CH3:24])[NH:21][N:20]=2)[CH:3]=1.[NH:25]1[CH2:30][CH2:29][O:28][CH2:27][CH2:26]1.CCN(C(C)C)C(C)C. (2) Given the product [CH2:1]([S:3]([N:6]1[CH2:7][CH2:8][N:9]([S:12]([NH2:15])(=[O:14])=[O:13])[CH2:10][CH2:11]1)(=[O:5])=[O:4])[CH3:2], predict the reactants needed to synthesize it. The reactants are: [CH2:1]([S:3]([N:6]1[CH2:11][CH2:10][NH:9][CH2:8][CH2:7]1)(=[O:5])=[O:4])[CH3:2].[S:12](N)([NH2:15])(=[O:14])=[O:13]. (3) Given the product [Cl:12][C:13]1[C:22]([CH2:23][C:24]([F:26])([F:27])[F:25])=[C:21]([Cl:28])[C:20]2[C:15](=[CH:16][CH:17]=[C:18]([C:29]([C:31]3[N:35]([CH3:36])[C:34]([CH3:37])=[N:33][CH:32]=3)([C:6]3[N:2]([CH3:1])[N:3]=[N:4][CH:5]=3)[OH:30])[CH:19]=2)[N:14]=1, predict the reactants needed to synthesize it. The reactants are: [CH3:1][N:2]1[CH:6]=[CH:5][N:4]=[N:3]1.[Li]CCCC.[Cl:12][C:13]1[C:22]([CH2:23][C:24]([F:27])([F:26])[F:25])=[C:21]([Cl:28])[C:20]2[C:15](=[CH:16][CH:17]=[C:18]([C:29]([C:31]3[N:35]([CH3:36])[C:34]([CH3:37])=[N:33][CH:32]=3)=[O:30])[CH:19]=2)[N:14]=1. (4) Given the product [CH2:15]([C@@H:14]1[C@@H:6]([O:5][CH2:3][C:2]([CH3:44])=[CH2:1])[C@H:7]([CH3:43])[O:8][C:9](=[O:42])[C@@H:10]([NH:23][C:24]([C:26]2[C:31]([O:32][CH2:33][C:34]3[CH:35]=[CH:36][CH:37]=[CH:38][CH:39]=3)=[C:30]([O:40][CH3:41])[CH:29]=[CH:28][N:27]=2)=[O:25])[CH2:11][O:12][C:13]1=[O:22])[C:16]1[CH:17]=[CH:18][CH:19]=[CH:20][CH:21]=1, predict the reactants needed to synthesize it. The reactants are: [CH3:1][CH:2]([CH3:44])[C:3]([O:5][C@@H:6]1[C@@H:14]([CH2:15][C:16]2[CH:21]=[CH:20][CH:19]=[CH:18][CH:17]=2)[C:13](=[O:22])[O:12][CH2:11][C@H:10]([NH:23][C:24]([C:26]2[C:31]([O:32][CH2:33][C:34]3[CH:39]=[CH:38][CH:37]=[CH:36][CH:35]=3)=[C:30]([O:40][CH3:41])[CH:29]=[CH:28][N:27]=2)=[O:25])[C:9](=[O:42])[O:8][C@H:7]1[CH3:43])=O. (5) Given the product [O:3]=[C:4]1[N:10]([CH:11]2[CH2:12][CH2:13][N:14]([C:17]([O:19][C@@H:20]([C:35]([OH:37])=[O:36])[CH2:21][C:22]3[CH:33]=[C:32]([CH3:34])[C:25]4[NH:26][C:27]([N:29]([CH3:31])[CH3:30])=[N:28][C:24]=4[CH:23]=3)=[O:18])[CH2:15][CH2:16]2)[CH2:9][CH2:8][C:7]2[CH:39]=[CH:40][CH:41]=[CH:42][C:6]=2[NH:5]1, predict the reactants needed to synthesize it. The reactants are: [Li+].[OH-].[O:3]=[C:4]1[N:10]([CH:11]2[CH2:16][CH2:15][N:14]([C:17]([O:19][C@@H:20]([C:35]([O:37]C)=[O:36])[CH2:21][C:22]3[CH:33]=[C:32]([CH3:34])[C:25]4[NH:26][C:27]([N:29]([CH3:31])[CH3:30])=[N:28][C:24]=4[CH:23]=3)=[O:18])[CH2:13][CH2:12]2)[CH2:9][CH2:8][C:7]2[CH:39]=[CH:40][CH:41]=[CH:42][C:6]=2[NH:5]1.Cl. (6) Given the product [CH2:29]([N:31]([CH2:48][CH3:49])[CH2:32]/[CH:33]=[CH:34]\[C:2]1[CH:7]=[C:6]([F:8])[CH:5]=[CH:4][C:3]=1[S:9]([NH:12][C:13]1[C:22]([C:23]([O:25][CH3:26])=[O:24])=[C:21]2[C:16]([CH:17]3[CH2:27][CH:18]3[CH2:19][O:20]2)=[C:15]([F:28])[CH:14]=1)(=[O:11])=[O:10])[CH3:30], predict the reactants needed to synthesize it. The reactants are: Br[C:2]1[CH:7]=[C:6]([F:8])[CH:5]=[CH:4][C:3]=1[S:9]([NH:12][C:13]1[C:22]([C:23]([O:25][CH3:26])=[O:24])=[C:21]2[C:16]([CH:17]3[CH2:27][CH:18]3[CH2:19][O:20]2)=[C:15]([F:28])[CH:14]=1)(=[O:11])=[O:10].[CH2:29]([N:31]([CH2:48][CH3:49])[CH2:32]/[CH:33]=[CH:34]\[Sn](CCCC)(CCCC)CCCC)[CH3:30].F[B-](F)(F)F.C([PH+](C(C)(C)C)C(C)(C)C)(C)(C)C. (7) Given the product [CH3:55][S:54][C:51]1[CH:50]=[CH:49][C:48]([CH2:47][C:46]2[N:45]=[C:14]([CH:11]3[CH2:10][CH2:9][N:8]([C:6]([O:5][C:1]([CH3:2])([CH3:3])[CH3:4])=[O:7])[CH2:13][CH2:12]3)[O:16][N:56]=2)=[CH:53][CH:52]=1, predict the reactants needed to synthesize it. The reactants are: [C:1]([O:5][C:6]([N:8]1[CH2:13][CH2:12][CH:11]([C:14]([OH:16])=O)[CH2:10][CH2:9]1)=[O:7])([CH3:4])([CH3:3])[CH3:2].ON1C2C=CC=CC=2N=N1.CN1CCOCC1.Cl.CN(C)CCCN=C=N.O[N:45]=[C:46]([NH2:56])[CH2:47][C:48]1[CH:53]=[CH:52][C:51]([S:54][CH3:55])=[CH:50][CH:49]=1. (8) Given the product [CH3:16][O:15][C:4]1[CH:5]=[C:6]([NH2:12])[C:7]([NH2:9])=[CH:8][C:3]=1[O:2][CH3:1], predict the reactants needed to synthesize it. The reactants are: [CH3:1][O:2][C:3]1[CH:8]=[C:7]([N+:9]([O-])=O)[C:6]([N+:12]([O-])=O)=[CH:5][C:4]=1[O:15][CH3:16].